Dataset: Peptide-MHC class II binding affinity with 134,281 pairs from IEDB. Task: Regression. Given a peptide amino acid sequence and an MHC pseudo amino acid sequence, predict their binding affinity value. This is MHC class II binding data. (1) The peptide sequence is AWHAAGTYRIHDGRG. The MHC is DRB5_0101 with pseudo-sequence DRB5_0101. The binding affinity (normalized) is 0.616. (2) The peptide sequence is LNKIVRMYSPVSILDI. The MHC is HLA-DQA10101-DQB10501 with pseudo-sequence HLA-DQA10101-DQB10501. The binding affinity (normalized) is 0.572. (3) The peptide sequence is AGFKGEQGPKGEP. The MHC is DRB1_0401 with pseudo-sequence DRB1_0401. The binding affinity (normalized) is 0.520. (4) The peptide sequence is KTQIDQVESTAGSLQ. The MHC is DRB1_1302 with pseudo-sequence DRB1_1302. The binding affinity (normalized) is 0.425.